Dataset: TCR-epitope binding with 47,182 pairs between 192 epitopes and 23,139 TCRs. Task: Binary Classification. Given a T-cell receptor sequence (or CDR3 region) and an epitope sequence, predict whether binding occurs between them. (1) The epitope is TLVPQEHYV. The TCR CDR3 sequence is CASSYRTGSEEQFF. Result: 1 (the TCR binds to the epitope). (2) The epitope is QIKVRVKMV. The TCR CDR3 sequence is CASSELASGTGELFF. Result: 0 (the TCR does not bind to the epitope).